Dataset: Forward reaction prediction with 1.9M reactions from USPTO patents (1976-2016). Task: Predict the product of the given reaction. (1) Given the reactants [N:1]([CH2:4][C@H:5]1[O:9][C:8](=[O:10])[N:7]([C:11]2[CH:16]=[CH:15][C:14]([S:17]([CH3:19])=[O:18])=[C:13]([F:20])[CH:12]=2)[CH2:6]1)=[N+:2]=[N-:3].N([CH2:24][C@H]1OC(=O)N(C2C=CC(SCC)=C(F)C=2)C1)=[N+]=[N-].ClC1C=C(C=CC=1)C(OO)=O, predict the reaction product. The product is: [N:1]([CH2:4][C@H:5]1[O:9][C:8](=[O:10])[N:7]([C:11]2[CH:16]=[CH:15][C:14]([S:17]([CH2:19][CH3:24])=[O:18])=[C:13]([F:20])[CH:12]=2)[CH2:6]1)=[N+:2]=[N-:3]. (2) Given the reactants [OH:1][C:2]1[CH:12]=[C:11]([C:13]([O:15][CH2:16][CH3:17])=[O:14])[C:10]([OH:18])=[CH:9][C:3]=1[C:4]([O:6][CH2:7][CH3:8])=[O:5].[H-].[Na+].[N+:21]([C:24]1[CH:29]=[C:28]([S:30]([C:33]([F:36])([F:35])[F:34])(=[O:32])=[O:31])[CH:27]=[CH:26][C:25]=1Cl)([O-:23])=[O:22], predict the reaction product. The product is: [CH2:16]([O:15][C:13](=[O:14])[C:11]1[CH:12]=[C:2]([O:1][C:25]2[CH:26]=[CH:27][C:28]([S:30]([C:33]([F:35])([F:36])[F:34])(=[O:32])=[O:31])=[CH:29][C:24]=2[N+:21]([O-:23])=[O:22])[C:3]([C:4]([O:6][CH2:7][CH3:8])=[O:5])=[CH:9][C:10]=1[OH:18])[CH3:17]. (3) Given the reactants [C:1](=O)=O.[CH:4]1([C:7]2[C:12]([CH:13]=[O:14])=[CH:11][N:10]=[C:9]([C:15]3[CH:20]=[CH:19][C:18]([C:21]([F:24])([F:23])[F:22])=[CH:17][CH:16]=3)[N:8]=2)[CH2:6][CH2:5]1.C[Mg]Br, predict the reaction product. The product is: [CH:4]1([C:7]2[C:12]([CH:13]([OH:14])[CH3:1])=[CH:11][N:10]=[C:9]([C:15]3[CH:20]=[CH:19][C:18]([C:21]([F:23])([F:24])[F:22])=[CH:17][CH:16]=3)[N:8]=2)[CH2:6][CH2:5]1.